This data is from Forward reaction prediction with 1.9M reactions from USPTO patents (1976-2016). The task is: Predict the product of the given reaction. (1) Given the reactants CC1C=CC(S(O[CH2:12][CH:13]2[O:18][C:17]3[CH:19]=[C:20]([O:23][S:24]([C:27]([F:30])([F:29])[F:28])(=[O:26])=[O:25])[CH:21]=[CH:22][C:16]=3[O:15][CH2:14]2)(=O)=O)=CC=1.[CH2:31]([NH2:33])[CH3:32], predict the reaction product. The product is: [F:28][C:27]([F:29])([F:30])[S:24]([O:23][C:20]1[CH:21]=[CH:22][C:16]2[O:15][CH2:14][CH:13]([CH2:12][NH:33][CH2:31][CH3:32])[O:18][C:17]=2[CH:19]=1)(=[O:25])=[O:26]. (2) Given the reactants [Cl:1][C:2]1[C:7]([Cl:8])=[CH:6][CH:5]=[CH:4][C:3]=1[CH2:9][N:10]1[CH:14]=[C:13]([C:15]2[CH:20]=[C:19]([C:21]3[N:22]=[N:23][N:24](CC4C=CC(OC)=CC=4)[C:25]=3[I:26])[CH:18]=[CH:17][N:16]=2)[N:12]=[CH:11]1, predict the reaction product. The product is: [Cl:1][C:2]1[C:7]([Cl:8])=[CH:6][CH:5]=[CH:4][C:3]=1[CH2:9][N:10]1[CH:14]=[C:13]([C:15]2[CH:20]=[C:19]([C:21]3[N:22]=[N:23][NH:24][C:25]=3[I:26])[CH:18]=[CH:17][N:16]=2)[N:12]=[CH:11]1. (3) Given the reactants [Br:1][C:2]1[S:6][C:5]([CH:7]([C@H:11]2[CH2:16][CH2:15][C@H:14]([C:17]([O:19][CH2:20][CH3:21])=[O:18])[CH2:13][CH2:12]2)[CH2:8][CH:9]=[CH2:10])=[N:4][CH:3]=1.C[N+]1([O-])CC[O:26]CC1.C1COCC1.[OH2:35], predict the reaction product. The product is: [Br:1][C:2]1[S:6][C:5]([CH:7]([C@H:11]2[CH2:12][CH2:13][C@H:14]([C:17]([O:19][CH2:20][CH3:21])=[O:18])[CH2:15][CH2:16]2)[CH2:8][CH:9]([OH:26])[CH2:10][OH:35])=[N:4][CH:3]=1. (4) Given the reactants [NH2:1][C:2]1[CH:6]=[C:5]([C:7]2[CH:12]=[CH:11][C:10]([C:13]([O:15][CH2:16][CH3:17])=[O:14])=[CH:9][CH:8]=2)[NH:4][C:3]=1[C:18]([O:20]CC)=O.C(O)(=O)C.[CH:27](N)=[NH:28], predict the reaction product. The product is: [O:20]=[C:18]1[NH:28][CH:27]=[N:1][C:2]2[CH:6]=[C:5]([C:7]3[CH:8]=[CH:9][C:10]([C:13]([O:15][CH2:16][CH3:17])=[O:14])=[CH:11][CH:12]=3)[NH:4][C:3]1=2. (5) Given the reactants [Cl-].[Al+3].[Cl-].[Cl-].[CH3:5][C:6]1[CH:11]=[CH:10][C:9]([C:12]([CH3:14])=[O:13])=[CH:8][CH:7]=1.[Br:15]Br.Br, predict the reaction product. The product is: [CH3:5][C:6]1[CH:11]=[CH:10][C:9]([C:12]([CH3:14])=[O:13])=[CH:8][C:7]=1[Br:15]. (6) The product is: [Cl:30][C:21]1[CH:20]=[CH:19][C:9]2[C:10]3[CH:15]=[C:14]([C:16]#[N:17])[N+:13]([O-:18])=[CH:12][C:11]=3[N:7]([CH2:6][O:5][CH2:4][CH2:3][Si:2]([CH3:25])([CH3:24])[CH3:1])[C:8]=2[N:22]=1. Given the reactants [CH3:1][Si:2]([CH3:25])([CH3:24])[CH2:3][CH2:4][O:5][CH2:6][N:7]1[C:11]2[CH:12]=[N+:13]([O-:18])[C:14]([C:16]#[N:17])=[CH:15][C:10]=2[C:9]2=[CH:19][CH:20]=[CH:21][N+:22]([O-])=[C:8]12.CS([Cl:30])(=O)=O, predict the reaction product. (7) Given the reactants [S:1](=[O:5])(=[O:4])([OH:3])[OH:2].[OH:6][CH2:7][CH2:8][O:9][NH:10][C:11]([C:13]1[C:22]([NH:23][C:24]2[CH:29]=[CH:28][C:27]([Br:30])=[CH:26][C:25]=2[Cl:31])=[C:21]([F:32])[C:16]2[N:17]=[CH:18][N:19]([CH3:20])[C:15]=2[CH:14]=1)=[O:12].O, predict the reaction product. The product is: [S:1]([OH:5])([OH:4])(=[O:3])=[O:2].[OH:6][CH2:7][CH2:8][O:9][NH:10][C:11]([C:13]1[C:22]([NH:23][C:24]2[CH:29]=[CH:28][C:27]([Br:30])=[CH:26][C:25]=2[Cl:31])=[C:21]([F:32])[C:16]2[N:17]=[CH:18][N:19]([CH3:20])[C:15]=2[CH:14]=1)=[O:12]. (8) Given the reactants C([Li])C[CH2:3][CH3:4].C(NC(C)C)(C)C.C1(C([CH:20]2[CH2:25][NH:24][CH2:23][CH2:22][N:21]2[C:26]2[CH:31]=[CH:30][C:29]([CH3:32])=[CH:28][CH:27]=2)=O)CCCC1.[CH2:33]=[O:34].[CH2:35]1[CH2:39][O:38][CH2:37][CH2:36]1, predict the reaction product. The product is: [OH:34][CH2:33][C:36]1([C:37]([N:24]2[CH2:25][CH2:20][N:21]([C:26]3[CH:27]=[CH:28][C:29]([CH3:32])=[CH:30][CH:31]=3)[CH2:22][CH2:23]2)=[O:38])[CH2:4][CH2:3][CH2:39][CH2:35]1. (9) Given the reactants FC(F)(F)S(O[C:7]1[CH:16]=[CH:15][C:14]2[C:9](=[CH:10][CH:11]=[CH:12][CH:13]=2)[C:8]=1[Si](C)(C)C)(=O)=O.[F-].[Cs+].[P:25]([O-:28])([O-:27])[O-:26].[C:29](#N)[CH3:30].[CH3:32][CH2:33]OC(C)=O, predict the reaction product. The product is: [CH:8]1[C:9]2[C:14](=[CH:13][CH:12]=[CH:11][CH:10]=2)[CH:15]=[CH:16][C:7]=1[P:25](=[O:28])([O:27][CH2:29][CH3:30])[O:26][CH2:32][CH3:33]. (10) The product is: [Cl:20][C:12]1[CH:13]=[CH:14][C:15]2[N:16]([CH2:28][C:29]([O:31][C:32]([CH3:35])([CH3:34])[CH3:33])=[O:30])[N:17]=[N:18][C:19]=2[C:11]=1[O:10][C:8]1[CH:7]=[C:4]([C:5]#[N:6])[CH:3]=[C:2]([Cl:1])[CH:9]=1. Given the reactants [Cl:1][C:2]1[CH:3]=[C:4]([CH:7]=[C:8]([O:10][C:11]2[C:19]3[N:18]=[N:17][NH:16][C:15]=3[CH:14]=[CH:13][C:12]=2[Cl:20])[CH:9]=1)[C:5]#[N:6].C(=O)([O-])[O-].[Cs+].[Cs+].Br[CH2:28][C:29]([O:31][C:32]([CH3:35])([CH3:34])[CH3:33])=[O:30], predict the reaction product.